This data is from Forward reaction prediction with 1.9M reactions from USPTO patents (1976-2016). The task is: Predict the product of the given reaction. (1) Given the reactants Br[C:2]1[CH:3]=[C:4]([C:8]2[N:13]=[C:12]([C:14]3[CH:19]=[CH:18][C:17]([Cl:20])=[CH:16][CH:15]=3)[CH:11]=[C:10]([C:21]([F:24])([F:23])[F:22])[N:9]=2)[CH:5]=[CH:6][CH:7]=1.[C:25]([NH:29][S:30]([C:33]1[CH:34]=[C:35](B(O)O)[CH:36]=[CH:37][CH:38]=1)(=[O:32])=[O:31])([CH3:28])([CH3:27])[CH3:26], predict the reaction product. The product is: [C:25]([NH:29][S:30]([C:33]1[CH:38]=[C:37]([C:2]2[CH:7]=[CH:6][CH:5]=[C:4]([C:8]3[N:13]=[C:12]([C:14]4[CH:19]=[CH:18][C:17]([Cl:20])=[CH:16][CH:15]=4)[CH:11]=[C:10]([C:21]([F:22])([F:23])[F:24])[N:9]=3)[CH:3]=2)[CH:36]=[CH:35][CH:34]=1)(=[O:32])=[O:31])([CH3:28])([CH3:26])[CH3:27]. (2) Given the reactants [CH3:1][S:2]([O-:4])=[O:3].[Na+].[Br:6][C:7]1[C:8]([Cl:15])=[N:9][CH:10]=[C:11]([CH2:13]Br)[CH:12]=1, predict the reaction product. The product is: [Br:6][C:7]1[C:8]([Cl:15])=[N:9][CH:10]=[C:11]([CH2:13][S:2]([CH3:1])(=[O:4])=[O:3])[CH:12]=1. (3) Given the reactants Cl[C:2]1[C:7]([NH2:8])=[CH:6][C:5]([N:9]2[CH2:14][CH2:13][O:12][CH2:11][CH2:10]2)=[CH:4][N:3]=1.[CH3:15][O:16][C:17]1[CH:18]=[C:19](B(O)O)[CH:20]=[N:21][CH:22]=1.C1(P(C2CCCCC2)C2CCCCC2)CCCCC1.[O-]P([O-])([O-])=O.[K+].[K+].[K+], predict the reaction product. The product is: [CH3:15][O:16][C:17]1[CH:18]=[C:19]([C:2]2[C:7]([NH2:8])=[CH:6][C:5]([N:9]3[CH2:14][CH2:13][O:12][CH2:11][CH2:10]3)=[CH:4][N:3]=2)[CH:20]=[N:21][CH:22]=1. (4) Given the reactants [N:1]1[C:2]([C:10]([OH:12])=O)=[CH:3][N:4]2[CH:9]=[CH:8][CH:7]=[CH:6][C:5]=12.CN(C(ON1N=NC2C=CC=NC1=2)=[N+](C)C)C.F[P-](F)(F)(F)(F)F.[NH2:37][CH:38]1[CH2:43][CH2:42][CH:41]([N:44]2[C:49](=[O:50])[C:48]3[CH:51]=[C:52]([F:55])[CH:53]=[N:54][C:47]=3[N:46]([CH2:56][C:57]3[CH:62]=[CH:61][C:60]([F:63])=[CH:59][CH:58]=3)[C:45]2=[O:64])[CH2:40][CH2:39]1.C(N(C(C)C)C(C)C)C, predict the reaction product. The product is: [F:55][C:52]1[CH:53]=[N:54][C:47]2[N:46]([CH2:56][C:57]3[CH:58]=[CH:59][C:60]([F:63])=[CH:61][CH:62]=3)[C:45](=[O:64])[N:44]([CH:41]3[CH2:42][CH2:43][CH:38]([NH:37][C:10]([C:2]4[N:1]=[C:5]5[CH:6]=[CH:7][CH:8]=[CH:9][N:4]5[CH:3]=4)=[O:12])[CH2:39][CH2:40]3)[C:49](=[O:50])[C:48]=2[CH:51]=1. (5) Given the reactants [Br:1][C:2]1[CH:7]=[C:6]([CH:8]2[CH2:12][CH2:11][CH2:10][O:9]2)[C:5]([NH:13]C(=O)C(F)(F)F)=[C:4]([N+:20]([O-:22])=[O:21])[CH:3]=1.[OH-].[Na+], predict the reaction product. The product is: [Br:1][C:2]1[CH:7]=[C:6]([CH:8]2[CH2:12][CH2:11][CH2:10][O:9]2)[C:5]([NH2:13])=[C:4]([N+:20]([O-:22])=[O:21])[CH:3]=1. (6) Given the reactants [N:1]1[C:5]2[CH:6]=[CH:7][CH:8]=[N:9][C:4]=2[NH:3][CH:2]=1.[H-].[Na+].Cl[CH2:13][C:14]1[CH:24]=[CH:23][C:17]2[N:18]=[C:19]([S:21][CH3:22])[O:20][C:16]=2[CH:15]=1.O, predict the reaction product. The product is: [N:1]1[C:5]2[C:4](=[N:9][CH:8]=[CH:7][CH:6]=2)[N:3]([CH2:13][C:14]2[CH:24]=[CH:23][C:17]3[N:18]=[C:19]([S:21][CH3:22])[O:20][C:16]=3[CH:15]=2)[CH:2]=1. (7) The product is: [Cl:1][C:2]1[CH:3]=[C:4]([C:9]([NH:11][C@H:12]2[CH2:16][C:15](=[O:23])[N:14]([CH3:17])[CH2:13]2)=[O:10])[CH:5]=[N:6][C:7]=1[NH:19][NH2:20]. Given the reactants [Cl:1][C:2]1[CH:3]=[C:4]([C:9]([NH:11][C@H:12]2[CH2:16][CH2:15][N:14]([CH3:17])[C:13]2=O)=[O:10])[CH:5]=[N:6][C:7]=1Cl.[NH2:19][NH2:20].CC[OH:23], predict the reaction product.